This data is from Catalyst prediction with 721,799 reactions and 888 catalyst types from USPTO. The task is: Predict which catalyst facilitates the given reaction. Reactant: [I:1][C:2]1[CH:10]=[CH:9][C:8]2[NH:7][C:6]3[CH2:11][CH2:12][N:13]([CH3:15])[CH2:14][C:5]=3[C:4]=2[CH:3]=1.Cl[CH2:17][C:18]([N:20]1[CH2:25][CH2:24][CH2:23][CH2:22][CH2:21]1)=[O:19]. Product: [I:1][C:2]1[CH:10]=[CH:9][C:8]2[N:7]([CH2:17][C:18]([N:20]3[CH2:25][CH2:24][CH2:23][CH2:22][CH2:21]3)=[O:19])[C:6]3[CH2:11][CH2:12][N:13]([CH3:15])[CH2:14][C:5]=3[C:4]=2[CH:3]=1. The catalyst class is: 1.